From a dataset of Reaction yield outcomes from USPTO patents with 853,638 reactions. Predict the reaction yield, written as a fraction of the theoretical maximum amount of product (1.0 means a 100% yield; for example, 0.34 means a 34% yield). The reactants are [CH3:1][O:2][C:3]1[CH:4]=[C:5]([N:12]2[CH2:17][CH2:16][N:15]([CH2:18][CH2:19][S:20]([CH3:23])(=[O:22])=[O:21])[CH2:14][CH2:13]2)[CH:6]=[CH:7][C:8]=1[N+:9]([O-])=O. The catalyst is CCOC(C)=O.CO. The product is [CH3:1][O:2][C:3]1[CH:4]=[C:5]([N:12]2[CH2:17][CH2:16][N:15]([CH2:18][CH2:19][S:20]([CH3:23])(=[O:21])=[O:22])[CH2:14][CH2:13]2)[CH:6]=[CH:7][C:8]=1[NH2:9]. The yield is 0.890.